Dataset: Forward reaction prediction with 1.9M reactions from USPTO patents (1976-2016). Task: Predict the product of the given reaction. Given the reactants [NH:1]1[CH2:6][CH2:5][O:4][C:3]2[CH:7]=[N:8][CH:9]=[CH:10][C:2]1=2.[Br:11][C:12]1[CH:13]=[C:14]([CH:18]=[C:19]([Br:23])[C:20]=1[O:21][CH3:22])[C:15](Cl)=[O:16], predict the reaction product. The product is: [Br:11][C:12]1[CH:13]=[C:14]([C:15]([N:1]2[CH2:6][CH2:5][O:4][C:3]3[CH:7]=[N:8][CH:9]=[CH:10][C:2]2=3)=[O:16])[CH:18]=[C:19]([Br:23])[C:20]=1[O:21][CH3:22].